Dataset: Forward reaction prediction with 1.9M reactions from USPTO patents (1976-2016). Task: Predict the product of the given reaction. (1) Given the reactants Cl.[CH2:2]([O:9][C:10]1[CH:11]=[C:12]([C:16]2([F:23])[CH2:21][CH2:20][NH:19][CH2:18][CH:17]2[CH3:22])[CH:13]=[CH:14][CH:15]=1)[C:3]1[CH:8]=[CH:7][CH:6]=[CH:5][CH:4]=1.[C:24]([O:28][CH3:29])(=[O:27])[CH:25]=[CH2:26], predict the reaction product. The product is: [CH2:2]([O:9][C:10]1[CH:11]=[C:12]([C:16]2([F:23])[CH2:21][CH2:20][N:19]([CH2:26][CH2:25][C:24]([O:28][CH3:29])=[O:27])[CH2:18][CH:17]2[CH3:22])[CH:13]=[CH:14][CH:15]=1)[C:3]1[CH:4]=[CH:5][CH:6]=[CH:7][CH:8]=1. (2) Given the reactants C(OC([C:7]1([CH2:22][C:23]2[CH:28]=[C:27]([F:29])[C:26]([N+:30]([O-:32])=[O:31])=[C:25]([F:33])[CH:24]=2)[C:12](=[O:13])[CH:11]([NH:14][C:15]([O:17][C:18]([CH3:21])([CH3:20])[CH3:19])=[O:16])[CH2:10][S:9][CH2:8]1)=O)C=C, predict the reaction product. The product is: [C:18]([O:17][C:15](=[O:16])[NH:14][C@@H:11]1[C:12](=[O:13])[C@H:7]([CH2:22][C:23]2[CH:24]=[C:25]([F:33])[C:26]([N+:30]([O-:32])=[O:31])=[C:27]([F:29])[CH:28]=2)[CH2:8][S:9][CH2:10]1)([CH3:21])([CH3:19])[CH3:20]. (3) Given the reactants [NH2:1][C:2]1[CH:7]=[CH:6][C:5]([NH:8][C:9]([NH:11][C:12]2[CH:17]=[CH:16][CH:15]=[CH:14][CH:13]=2)=[O:10])=[CH:4][CH:3]=1.N1C=CC=CC=1.[C:24]1([S:30](Cl)(=[O:32])=[O:31])[CH:29]=[CH:28][CH:27]=[CH:26][CH:25]=1, predict the reaction product. The product is: [C:12]1([NH:11][C:9](=[O:10])[NH:8][C:5]2[CH:4]=[CH:3][C:2]([NH:1][S:30]([C:24]3[CH:29]=[CH:28][CH:27]=[CH:26][CH:25]=3)(=[O:32])=[O:31])=[CH:7][CH:6]=2)[CH:13]=[CH:14][CH:15]=[CH:16][CH:17]=1.